From a dataset of Reaction yield outcomes from USPTO patents with 853,638 reactions. Predict the reaction yield, written as a fraction of the theoretical maximum amount of product (1.0 means a 100% yield; for example, 0.34 means a 34% yield). (1) The reactants are [NH2:1][C:2]1[CH:3]=[CH:4][C:5]([C:9]2[O:13][N:12]=[C:11]([C:14]3[C:19]([CH3:20])=[CH:18][CH:17]=[CH:16][N:15]=3)[N:10]=2)=[C:6]([OH:8])[CH:7]=1.[C:21](Cl)(=[O:28])[C:22]1[CH:27]=[CH:26][CH:25]=[CH:24][CH:23]=1.C(N(C(C)C)CC)(C)C. The catalyst is C(Cl)Cl. The product is [OH:8][C:6]1[CH:7]=[C:2]([NH:1][C:21](=[O:28])[C:22]2[CH:27]=[CH:26][CH:25]=[CH:24][CH:23]=2)[CH:3]=[CH:4][C:5]=1[C:9]1[O:13][N:12]=[C:11]([C:14]2[C:19]([CH3:20])=[CH:18][CH:17]=[CH:16][N:15]=2)[N:10]=1. The yield is 0.120. (2) The reactants are [C:1]([C:5]1[CH:6]=[C:7]([CH:10]=[C:11]([C:14]([CH3:17])([CH3:16])[CH3:15])[C:12]=1[OH:13])[CH:8]=[O:9])([CH3:4])([CH3:3])[CH3:2].C(N(CC)C(C)C)(C)C.Cl[CH2:28][O:29][CH2:30]OCOCCl.OC1C=CC=CC=1C=O. The catalyst is ClCCCl. The product is [CH3:28][O:29][CH2:30][O:13][C:12]1[C:5]([C:1]([CH3:4])([CH3:3])[CH3:2])=[CH:6][C:7]([CH:8]=[O:9])=[CH:10][C:11]=1[C:14]([CH3:17])([CH3:16])[CH3:15]. The yield is 1.00. (3) The reactants are [N+:1]([C:4]1[CH:9]=[CH:8][C:7]([OH:10])=[CH:6][CH:5]=1)([O-:3])=[O:2].C([O-])([O-])=O.[K+].[K+].Cl[CH2:18][C:19]1[CH:24]=[CH:23][CH:22]=[CH:21][CH:20]=1. The catalyst is C(#N)C. The product is [CH2:18]([O:10][C:7]1[CH:8]=[CH:9][C:4]([N+:1]([O-:3])=[O:2])=[CH:5][CH:6]=1)[C:19]1[CH:24]=[CH:23][CH:22]=[CH:21][CH:20]=1. The yield is 0.900.